From a dataset of Full USPTO retrosynthesis dataset with 1.9M reactions from patents (1976-2016). Predict the reactants needed to synthesize the given product. (1) Given the product [Cl:8][C:4]1[CH:5]=[CH:6][CH:7]=[C:2]([Cl:1])[C:3]=1[CH:9]1[C:14]([C:15]([O:17][CH3:18])=[O:16])=[C:13]([CH2:19][CH2:20][C:21]2[S:22][CH:23]=[CH:24][N:25]=2)[NH:12][C:11]([CH2:26][C:27]([N:37]2[CH2:36][CH2:35][N:34]([CH:40]3[CH2:46][CH:45]4[C:47]([OH:48])([CH3:49])[CH:42]([CH2:43][CH2:44]4)[CH2:41]3)[CH2:39][CH2:38]2)=[O:28])=[C:10]1[C:30]([O:32][CH3:33])=[O:31], predict the reactants needed to synthesize it. The reactants are: [Cl:1][C:2]1[CH:7]=[CH:6][CH:5]=[C:4]([Cl:8])[C:3]=1[CH:9]1[C:14]([C:15]([O:17][CH3:18])=[O:16])=[C:13]([CH2:19][CH2:20][C:21]2[S:22][CH:23]=[CH:24][N:25]=2)[NH:12][C:11]([CH2:26][C:27](O)=[O:28])=[C:10]1[C:30]([O:32][CH3:33])=[O:31].[N:34]1([CH:40]2[CH2:46][CH:45]3[C:47]([CH3:49])([OH:48])[CH:42]([CH2:43][CH2:44]3)[CH2:41]2)[CH2:39][CH2:38][NH:37][CH2:36][CH2:35]1. (2) Given the product [CH3:45][N:23]1[C:24]([NH:25][C:26]([C:33]2[CH:34]=[CH:35][CH:36]=[CH:37][CH:38]=2)([C:39]2[CH:44]=[CH:43][CH:42]=[CH:41][CH:40]=2)[C:27]2[CH:32]=[CH:31][CH:30]=[CH:29][CH:28]=2)=[C:20]([NH:19][C:18]2[C:15](=[O:14])[C:16](=[O:47])[C:17]=2[NH:1][CH2:2][CH2:3][NH:4][C:5](=[O:11])[O:6][C:7]([CH3:8])([CH3:10])[CH3:9])[CH:21]=[N:22]1, predict the reactants needed to synthesize it. The reactants are: [NH2:1][CH2:2][CH2:3][NH:4][C:5](=[O:11])[O:6][C:7]([CH3:10])([CH3:9])[CH3:8].C([O:14][C:15]1[C:16](=[O:47])[C:17](=O)[C:18]=1[NH:19][C:20]1[CH:21]=[N:22][N:23]([CH3:45])[C:24]=1[NH:25][C:26]([C:39]1[CH:44]=[CH:43][CH:42]=[CH:41][CH:40]=1)([C:33]1[CH:38]=[CH:37][CH:36]=[CH:35][CH:34]=1)[C:27]1[CH:32]=[CH:31][CH:30]=[CH:29][CH:28]=1)C.C(N(CC)CC)C.C(OCC)C. (3) Given the product [Cl:1][C:2]1[CH:3]=[C:4]([C@@H:12]([CH2:16][CH:17]2[CH2:18][CH2:19][C:20](=[O:23])[CH2:21][CH2:22]2)[C:13]([NH:51][C:52]2[CH:57]=[N:56][C:55]([CH3:58])=[CH:54][N:53]=2)=[O:14])[CH:5]=[CH:6][C:7]=1[S:8]([CH3:11])(=[O:10])=[O:9], predict the reactants needed to synthesize it. The reactants are: [Cl:1][C:2]1[CH:3]=[C:4]([C@@H:12]([CH2:16][CH:17]2[CH2:22][CH2:21][C:20](=[O:23])[CH2:19][CH2:18]2)[C:13](O)=[O:14])[CH:5]=[CH:6][C:7]=1[S:8]([CH3:11])(=[O:10])=[O:9].C1(P(C2C=CC=CC=2)C2C=CC=CC=2)C=CC=CC=1.BrN1C(=O)CCC1=O.[NH2:51][C:52]1[CH:57]=[N:56][C:55]([CH3:58])=[CH:54][N:53]=1.N1C(C)=CC=CC=1C. (4) Given the product [NH2:17][CH2:16][C:13]1[CH:14]=[CH:15][C:10]([C:9]([NH:8][C:5]2[CH:6]=[CH:7][C:2]([Cl:1])=[CH:3][C:4]=2[N:20]2[CH2:21][CH2:22][N:23]([CH2:26][CH2:27][C:28]([F:29])([F:31])[F:30])[CH2:24][CH2:25]2)=[O:19])=[C:11]([F:18])[CH:12]=1, predict the reactants needed to synthesize it. The reactants are: [Cl:1][C:2]1[CH:7]=[CH:6][C:5]([NH:8][C:9](=[O:19])[C:10]2[CH:15]=[CH:14][C:13]([C:16]#[N:17])=[CH:12][C:11]=2[F:18])=[C:4]([N:20]2[CH2:25][CH2:24][N:23]([CH2:26][CH2:27][C:28]([F:31])([F:30])[F:29])[CH2:22][CH2:21]2)[CH:3]=1.[BH4-].[Na+]. (5) Given the product [NH2:4][C:3]1[NH:22][C:21]([C:20]([O:19][CH2:17][CH3:18])=[O:25])=[N:1][C:2]=1[C:5]1[CH:10]=[CH:9][CH:8]=[C:7]([Br:11])[CH:6]=1, predict the reactants needed to synthesize it. The reactants are: [NH2:1][CH:2]([C:5]1[CH:10]=[CH:9][CH:8]=[C:7]([Br:11])[CH:6]=1)[C:3]#[N:4].F[B-](F)(F)F.[CH2:17]([O:19][C:20](=[O:25])[CH:21](SC)[NH3+:22])[CH3:18]. (6) Given the product [CH2:1]([O:8][C:9]1[CH:18]=[C:17]2[C:12]([C:13]([Cl:34])=[CH:14][CH:15]=[N:16]2)=[CH:11][C:10]=1[O:20][CH3:21])[C:2]1[CH:7]=[CH:6][CH:5]=[CH:4][CH:3]=1, predict the reactants needed to synthesize it. The reactants are: [CH2:1]([O:8][C:9]1[CH:18]=[C:17]2[C:12]([C:13](O)=[CH:14][CH:15]=[N:16]2)=[CH:11][C:10]=1[O:20][CH3:21])[C:2]1[CH:7]=[CH:6][CH:5]=[CH:4][CH:3]=1.[Na].C(=O)([O-])[O-].C(=O)(O)[O-].[Na+].P(Cl)(Cl)([Cl:34])=O. (7) Given the product [F:1][C:2]1[CH:19]=[CH:18][C:5]([CH2:6][N:7]2[C:15]3[C:10](=[CH:11][C:12]([CH:16]=[C:29]4[S:28][C:27]([N:30]5[CH2:31][CH2:32][CH:33]([C:36]([OH:38])=[O:37])[CH2:34][CH2:35]5)=[N:26][C:25]4=[O:24])=[CH:13][CH:14]=3)[CH:9]=[N:8]2)=[C:4]([C:20]([F:21])([F:23])[F:22])[CH:3]=1, predict the reactants needed to synthesize it. The reactants are: [F:1][C:2]1[CH:19]=[CH:18][C:5]([CH2:6][N:7]2[C:15]3[C:10](=[CH:11][C:12]([CH:16]=O)=[CH:13][CH:14]=3)[CH:9]=[N:8]2)=[C:4]([C:20]([F:23])([F:22])[F:21])[CH:3]=1.[O:24]=[C:25]1[CH2:29][S:28][C:27]([N:30]2[CH2:35][CH2:34][CH:33]([C:36]([OH:38])=[O:37])[CH2:32][CH2:31]2)=[N:26]1. (8) Given the product [NH2:5][C:6]1[C:15]2[N:16]=[C:17]([CH2:30][O:31][N:32]=[C:2]([CH3:4])[CH3:1])[N:18]([CH2:19][CH2:20][CH2:21][NH:22][C:23](=[O:29])[O:24][C:25]([CH3:28])([CH3:27])[CH3:26])[C:14]=2[C:13]2[CH:12]=[CH:11][CH:10]=[CH:9][C:8]=2[N:7]=1, predict the reactants needed to synthesize it. The reactants are: [CH3:1][C:2]([CH3:4])=O.[NH2:5][C:6]1[C:15]2[N:16]=[C:17]([CH2:30][O:31][NH2:32])[N:18]([CH2:19][CH2:20][CH2:21][NH:22][C:23](=[O:29])[O:24][C:25]([CH3:28])([CH3:27])[CH3:26])[C:14]=2[C:13]2[CH:12]=[CH:11][CH:10]=[CH:9][C:8]=2[N:7]=1. (9) Given the product [CH3:1][O:2][C:3]1[CH:4]=[C:5]([C:9]2[C:13]3=[N:14][C:15]([C:18]4[O:22][C:21]([NH2:23])=[N:20][N:19]=4)=[CH:16][CH:17]=[C:12]3[NH:11][CH:10]=2)[CH:6]=[N:7][CH:8]=1, predict the reactants needed to synthesize it. The reactants are: [CH3:1][O:2][C:3]1[CH:4]=[C:5]([C:9]2[C:13]3=[N:14][C:15]([C:18]4[O:22][C:21]([NH2:23])=[N:20][N:19]=4)=[CH:16][CH:17]=[C:12]3[N:11](S(C3C=CC(C)=CC=3)(=O)=O)[CH:10]=2)[CH:6]=[N:7][CH:8]=1.[OH-].[Na+].